Dataset: Catalyst prediction with 721,799 reactions and 888 catalyst types from USPTO. Task: Predict which catalyst facilitates the given reaction. (1) The catalyst class is: 5. Reactant: [C:1]1([CH2:7][CH2:8][CH2:9][C:10]([OH:12])=[O:11])[CH:6]=[CH:5][CH:4]=[CH:3][CH:2]=1.C(=O)([O-])[O-].[Na+:17].[Na+]. Product: [C:1]1([CH2:7][CH2:8][CH2:9][C:10]([O-:12])=[O:11])[CH:6]=[CH:5][CH:4]=[CH:3][CH:2]=1.[Na+:17]. (2) The catalyst class is: 3. Reactant: [H-].[Na+].[Br:3][C:4]1[CH:5]=[C:6]2[C:15](=[CH:16][C:17]=1[CH3:18])[O:14][CH2:13][C:12]1[N:7]2[CH:8]([CH3:20])[C:9](=[O:19])[NH:10][N:11]=1.Cl[CH2:22][O:23][CH2:24][CH2:25][Si:26]([CH3:29])([CH3:28])[CH3:27].O. Product: [Br:3][C:4]1[CH:5]=[C:6]2[C:15](=[CH:16][C:17]=1[CH3:18])[O:14][CH2:13][C:12]1[N:7]2[CH:8]([CH3:20])[C:9](=[O:19])[N:10]([CH2:22][O:23][CH2:24][CH2:25][Si:26]([CH3:29])([CH3:28])[CH3:27])[N:11]=1.